From a dataset of Full USPTO retrosynthesis dataset with 1.9M reactions from patents (1976-2016). Predict the reactants needed to synthesize the given product. (1) Given the product [CH3:39][S:38][C:33]1[C:32]([C:30]2[O:29][N:28]=[C:27]([CH2:26][N:5]3[C:6]4[C:11](=[C:10]([C:13]([F:15])([F:16])[F:14])[C:9]([C:17]#[N:18])=[CH:8][CH:7]=4)[CH:12]=[C:4]3[CH2:1][CH2:2][CH3:3])[N:31]=2)=[CH:37][CH:36]=[CH:35][N:34]=1, predict the reactants needed to synthesize it. The reactants are: [CH2:1]([C:4]1[NH:5][C:6]2[C:11]([CH:12]=1)=[C:10]([C:13]([F:16])([F:15])[F:14])[C:9]([C:17]#[N:18])=[CH:8][CH:7]=2)[CH2:2][CH3:3].C([O-])([O-])=O.[Cs+].[Cs+].Cl[CH2:26][C:27]1[N:31]=[C:30]([C:32]2[C:33]([S:38][CH3:39])=[N:34][CH:35]=[CH:36][CH:37]=2)[O:29][N:28]=1. (2) Given the product [NH2:9][C@H:8]1[C@H:2]([F:1])[CH2:3][O:4][C@H:5]([C:17]2[N:21]([CH3:22])[N:20]=[CH:19][C:18]=2[NH:23][C:45](=[O:46])[C:43]2[CH:42]=[CH:41][C:40]([F:48])=[C:39]([C:28]3[C:29]([F:38])=[CH:30][C:31]([O:33][CH2:34][CH2:35][O:36][CH3:37])=[CH:32][C:27]=3[F:26])[N:44]=2)[CH2:6][CH2:7]1, predict the reactants needed to synthesize it. The reactants are: [F:1][C@H:2]1[C@H:8]([NH:9]C(=O)OC(C)(C)C)[CH2:7][CH2:6][C@@H:5]([C:17]2[N:21]([CH3:22])[N:20]=[CH:19][C:18]=2[N+:23]([O-])=O)[O:4][CH2:3]1.[F:26][C:27]1[CH:32]=[C:31]([O:33][CH2:34][CH2:35][O:36][CH3:37])[CH:30]=[C:29]([F:38])[C:28]=1[C:39]1[N:44]=[C:43]([C:45](O)=[O:46])[CH:42]=[CH:41][C:40]=1[F:48]. (3) The reactants are: C([N:4]1[CH2:8][CH:7]([C:9]2[CH:13]=[CH:12][S:11][CH:10]=2)[CH:6]([CH2:14][OH:15])[CH2:5]1)C=C.CC#N. Given the product [OH:15][CH2:14][CH:6]1[CH:7]([C:9]2[CH:13]=[CH:12][S:11][CH:10]=2)[CH2:8][NH:4][CH2:5]1, predict the reactants needed to synthesize it. (4) Given the product [Cl:32][C:33]1[CH:38]=[C:37]([O:39][CH3:40])[CH:36]=[CH:35][C:34]=1[C:41]1[N:42]=[C:43]([CH2:66][CH3:67])[C:44]([NH:49][C@H:50]2[C@@H:54]([O:55][CH2:2][CH3:3])[CH2:53][N:52]([C:56]([O:58][CH2:59][C:60]3[CH:61]=[CH:62][CH:63]=[CH:64][CH:65]=3)=[O:57])[CH2:51]2)=[N:45][C:46]=1[CH2:47][CH3:48], predict the reactants needed to synthesize it. The reactants are: Cl[C:2]1C=C(Cl)C=C[C:3]=1C1N=C(CC)C(N[C@@H]2C3C(=CC=CC=3)C[C@@H]2OCC)=NC=1CC.[Cl:32][C:33]1[CH:38]=[C:37]([O:39][CH3:40])[CH:36]=[CH:35][C:34]=1[C:41]1[N:42]=[C:43]([CH2:66][CH3:67])[C:44]([NH:49][C@H:50]2[C@@H:54]([OH:55])[CH2:53][N:52]([C:56]([O:58][CH2:59][C:60]3[CH:65]=[CH:64][CH:63]=[CH:62][CH:61]=3)=[O:57])[CH2:51]2)=[N:45][C:46]=1[CH2:47][CH3:48]. (5) Given the product [O:48]([CH2:47][CH2:46][S:45][CH2:44][C:39]1[CH:40]=[CH:41][CH:42]=[CH:43][C:38]=1[C:35]1[CH:34]=[CH:33][C:32]([C:30]([OH:31])=[O:29])=[CH:37][CH:36]=1)[C:49]1[CH:50]=[CH:51][CH:52]=[CH:53][CH:54]=1, predict the reactants needed to synthesize it. The reactants are: O(CCSCC1C=CC(C2C=CC=C(C(O)=O)C=2)=CC=1)C1C=CC=CC=1.C([O:29][C:30]([C:32]1[CH:37]=[CH:36][C:35]([C:38]2[CH:43]=[CH:42][CH:41]=[CH:40][C:39]=2[CH2:44][S:45][CH2:46][CH2:47][O:48][C:49]2[CH:54]=[CH:53][CH:52]=[CH:51][CH:50]=2)=[CH:34][CH:33]=1)=[O:31])C.[OH-].[Li+]. (6) Given the product [CH2:2]1[C:6]2([CH2:11][CH2:10][NH:9][CH2:8][CH2:7]2)[CH2:5][C@@H:4]([C:12]([O:14][CH2:15][CH3:16])=[O:13])[N:3]1[C:17]([O:19][C:31]([CH3:34])([CH3:33])[CH3:32])=[O:18], predict the reactants needed to synthesize it. The reactants are: Cl.[CH2:2]1[C:6]2([CH2:11][CH2:10][NH:9][CH2:8][CH2:7]2)[CH2:5][C@@H:4]([C:12]([O:14][CH2:15][CH3:16])=[O:13])[N:3]1[C:17]([O:19]CC1C=CC=CC=1)=[O:18].O(C(O[C:31]([CH3:34])([CH3:33])[CH3:32])=O)C(O[C:31]([CH3:34])([CH3:33])[CH3:32])=O.CC(O)=O. (7) Given the product [Cl:1][C:2]1[CH:7]=[C:6]([F:8])[CH:5]=[CH:4][C:3]=1[C@H:9]1[C:14]([C:15]([O:17][CH3:18])=[O:16])=[C:13]([CH2:19][N:20]2[C@@H:25]3[CH2:26][N:27]([C:73](=[O:77])[C:38]([CH3:43])([CH3:39])[C:36]([OH:35])=[O:37])[CH2:28][C@H:21]2[CH2:22][O:23][CH2:24]3)[NH:12][C:11]([C:29]2[S:30][CH:31]=[CH:32][N:33]=2)=[N:10]1, predict the reactants needed to synthesize it. The reactants are: [Cl:1][C:2]1[CH:7]=[C:6]([F:8])[CH:5]=[CH:4][C:3]=1[C@H:9]1[C:14]([C:15]([O:17][CH3:18])=[O:16])=[C:13]([CH2:19][N:20]2[CH:25]3[CH2:26][NH:27][CH2:28][CH:21]2[CH2:22][O:23][CH2:24]3)[NH:12][C:11]([C:29]2[S:30][CH:31]=[CH:32][N:33]=2)=[N:10]1.C[O:35][C:36]([C:38]1[C@H:39](C2C=CC(F)=CC=2Cl)N=C(C2SC=CN=2)N[C:43]=1CN1C2CN(C(=O)C)CC1COC2)=[O:37].CN([C:73]([O:77]N1N=NC2C=CC=NC1=2)=[N+](C)C)C.F[P-](F)(F)(F)(F)F.C(N(CC)CC)C. (8) Given the product [Br:22][C:23]1[CH:24]=[C:25]2[C:13]([C:10]3[CH:11]=[CH:12][C:7]([N:1]4[CH2:6][CH2:5][O:4][CH2:3][CH2:2]4)=[CH:8][CH:9]=3)=[C:14]([C:16]3[CH:21]=[CH:20][CH:19]=[CH:18][CH:17]=3)[NH:29][C:26]2=[N:27][CH:28]=1, predict the reactants needed to synthesize it. The reactants are: [N:1]1([C:7]2[CH:12]=[CH:11][C:10]([CH2:13][C:14]([C:16]3[CH:21]=[CH:20][CH:19]=[CH:18][CH:17]=3)=O)=[CH:9][CH:8]=2)[CH2:6][CH2:5][O:4][CH2:3][CH2:2]1.[Br:22][C:23]1[CH:24]=[CH:25][C:26]([NH:29]N)=[N:27][CH:28]=1.